This data is from Catalyst prediction with 721,799 reactions and 888 catalyst types from USPTO. The task is: Predict which catalyst facilitates the given reaction. (1) Reactant: [Br:1][C:2]1[N:7]=[C:6]([NH2:8])[CH:5]=[CH:4][CH:3]=1.[CH3:9][C:10]([CH3:15])([CH3:14])[C:11](Cl)=[O:12]. Product: [Br:1][C:2]1[N:7]=[C:6]([NH:8][C:11](=[O:12])[C:10]([CH3:15])([CH3:14])[CH3:9])[CH:5]=[CH:4][CH:3]=1. The catalyst class is: 2. (2) Reactant: CON(C)[C:4]([C:6]1[CH:14]=[CH:13][C:9]2=[N:10][O:11][N:12]=[C:8]2[CH:7]=1)=[O:5].[CH3:16][Li]. Product: [N:10]1[O:11][N:12]=[C:8]2[CH:7]=[C:6]([C:4](=[O:5])[CH3:16])[CH:14]=[CH:13][C:9]=12. The catalyst class is: 1. (3) Product: [Br:1][C:2]1[N:9]=[CH:8][CH:7]=[C:6]([NH:11][CH2:12][CH2:13][CH2:14][C:15]2[CH:20]=[CH:19][CH:18]=[CH:17][CH:16]=2)[C:3]=1[C:4]#[N:5]. The catalyst class is: 3. Reactant: [Br:1][C:2]1[N:9]=[CH:8][CH:7]=[C:6](Br)[C:3]=1[C:4]#[N:5].[NH2:11][CH2:12][CH2:13][CH2:14][C:15]1[CH:20]=[CH:19][CH:18]=[CH:17][CH:16]=1.CCN(C(C)C)C(C)C.